This data is from Forward reaction prediction with 1.9M reactions from USPTO patents (1976-2016). The task is: Predict the product of the given reaction. (1) Given the reactants [CH:1]1([N:7]2[C:11]([C:12]3[CH:17]=[CH:16][C:15]([F:18])=[CH:14][CH:13]=3)=[C:10]([C:19]([OH:21])=O)[CH:9]=[N:8]2)[CH2:6][CH2:5][CH2:4][CH2:3][CH2:2]1.S(Cl)(Cl)=O.[NH3:26].C1COCC1, predict the reaction product. The product is: [CH:1]1([N:7]2[C:11]([C:12]3[CH:17]=[CH:16][C:15]([F:18])=[CH:14][CH:13]=3)=[C:10]([C:19]([NH2:26])=[O:21])[CH:9]=[N:8]2)[CH2:6][CH2:5][CH2:4][CH2:3][CH2:2]1. (2) Given the reactants [CH3:1][O:2][C:3]1[CH:4]=[C:5]([CH:34]=[CH:35][C:36]=1[O:37][CH3:38])[CH2:6][CH:7]1[C:13]2[CH:14]=[C:15]([OH:20])[C:16]([O:18][CH3:19])=[CH:17][C:12]=2[CH2:11][CH2:10][CH2:9][N:8]1[CH2:21][C:22]([NH:24][CH:25]1[C:33]2[C:28](=[CH:29][CH:30]=[CH:31][CH:32]=2)[CH2:27][CH2:26]1)=[O:23].Br[CH2:40][CH:41]([F:43])[F:42], predict the reaction product. The product is: [F:42][CH:41]([F:43])[CH2:40][O:20][C:15]1[C:16]([O:18][CH3:19])=[CH:17][C:12]2[CH2:11][CH2:10][CH2:9][N:8]([CH2:21][C:22]([NH:24][CH:25]3[C:33]4[C:28](=[CH:29][CH:30]=[CH:31][CH:32]=4)[CH2:27][CH2:26]3)=[O:23])[CH:7]([CH2:6][C:5]3[CH:34]=[CH:35][C:36]([O:37][CH3:38])=[C:3]([O:2][CH3:1])[CH:4]=3)[C:13]=2[CH:14]=1. (3) Given the reactants Br[C:2]1[N:7]=[C:6]([C:8]2[N:17]=[CH:16][C:15]3[C:10](=[CH:11][CH:12]=[CH:13][CH:14]=3)[N:9]=2)[CH:5]=[CH:4][CH:3]=1.[Cl:18][C:19]1[CH:24]=[CH:23][C:22]([SH:25])=[CH:21][CH:20]=1.CN(C)C=O.C(=O)([O-])[O-].[K+].[K+], predict the reaction product. The product is: [Cl:18][C:19]1[CH:24]=[CH:23][C:22]([S:25][C:2]2[N:7]=[C:6]([C:8]3[N:17]=[CH:16][C:15]4[C:10](=[CH:11][CH:12]=[CH:13][CH:14]=4)[N:9]=3)[CH:5]=[CH:4][CH:3]=2)=[CH:21][CH:20]=1. (4) Given the reactants [Cl:1][C:2]1[CH:3]=[C:4]([N:10]2[CH2:15][CH2:14][N:13](C(OC(C)(C)C)=O)[CH2:12][CH2:11]2)[CH:5]=[C:6]([CH:8]=O)[CH:7]=1.[NH2:23][C:24]1[CH:32]=[C:31]([O:33][CH3:34])[CH:30]=[C:29]([O:35][CH3:36])[C:25]=1[C:26]([NH2:28])=[O:27].CC1C=CC(S(O)(=O)=O)=CC=1.OS([O-])=O.[Na+].FC(F)(F)C(O)=O, predict the reaction product. The product is: [Cl:1][C:2]1[CH:7]=[C:6]([C:8]2[NH:28][C:26](=[O:27])[C:25]3[C:24](=[CH:32][C:31]([O:33][CH3:34])=[CH:30][C:29]=3[O:35][CH3:36])[N:23]=2)[CH:5]=[C:4]([N:10]2[CH2:11][CH2:12][NH:13][CH2:14][CH2:15]2)[CH:3]=1. (5) The product is: [CH:16]1([NH:19][C:20]([C:22]2[S:35][C:25]3=[N:26][C:27]([O:4][CH2:3][CH2:2][CH2:1][OH:5])=[C:28]([Cl:31])[C:29]([CH3:30])=[C:24]3[C:23]=2[NH2:36])=[O:21])[CH2:18][CH2:17]1. Given the reactants [CH2:1]([OH:5])[CH2:2][CH2:3][OH:4].C[Si]([N-][Si](C)(C)C)(C)C.[Li+].[CH:16]1([NH:19][C:20]([C:22]2[S:35][C:25]3=[N:26][C:27](S(C)=O)=[C:28]([Cl:31])[C:29]([CH3:30])=[C:24]3[C:23]=2[NH2:36])=[O:21])[CH2:18][CH2:17]1, predict the reaction product. (6) Given the reactants [Br:1][C:2]1[CH:3]=[CH:4][C:5]([O:32][CH:33]2[CH2:38][CH2:37][NH:36][CH2:35][CH2:34]2)=[C:6]([CH:8]2[CH2:13][C:12](=[O:14])[NH:11][CH:10]([C:15]3[CH:20]=[CH:19][CH:18]=[C:17]([Cl:21])[CH:16]=3)[C:9]32[C:29]2[C:24](=[CH:25][C:26]([Cl:30])=[CH:27][CH:28]=2)[NH:23][C:22]3=[O:31])[CH:7]=1.[C:39](Cl)(=[O:41])[CH3:40].C(N(CC)CC)C, predict the reaction product. The product is: [C:39]([N:36]1[CH2:37][CH2:38][CH:33]([O:32][C:5]2[CH:4]=[CH:3][C:2]([Br:1])=[CH:7][C:6]=2[CH:8]2[CH2:13][C:12](=[O:14])[NH:11][CH:10]([C:15]3[CH:20]=[CH:19][CH:18]=[C:17]([Cl:21])[CH:16]=3)[C:9]32[C:29]2[C:24](=[CH:25][C:26]([Cl:30])=[CH:27][CH:28]=2)[NH:23][C:22]3=[O:31])[CH2:34][CH2:35]1)(=[O:41])[CH3:40].